This data is from Peptide-MHC class I binding affinity with 185,985 pairs from IEDB/IMGT. The task is: Regression. Given a peptide amino acid sequence and an MHC pseudo amino acid sequence, predict their binding affinity value. This is MHC class I binding data. (1) The MHC is HLA-B15:17 with pseudo-sequence HLA-B15:17. The binding affinity (normalized) is 0.0847. The peptide sequence is RRFDTFKAF. (2) The peptide sequence is STCFKLMLK. The MHC is HLA-A33:01 with pseudo-sequence HLA-A33:01. The binding affinity (normalized) is 0.327. (3) The peptide sequence is GPVTAQVVL. The MHC is HLA-B54:01 with pseudo-sequence HLA-B54:01. The binding affinity (normalized) is 0.0641. (4) The peptide sequence is RQRWQQILALA. The MHC is Mamu-A02 with pseudo-sequence Mamu-A02. The binding affinity (normalized) is 0.127. (5) The peptide sequence is RTYSLLNRK. The MHC is HLA-A02:16 with pseudo-sequence HLA-A02:16. The binding affinity (normalized) is 0.0847. (6) The peptide sequence is DRKLAINSL. The MHC is HLA-A23:01 with pseudo-sequence HLA-A23:01. The binding affinity (normalized) is 0. (7) The peptide sequence is IITVGMLIY. The MHC is HLA-A03:01 with pseudo-sequence HLA-A03:01. The binding affinity (normalized) is 0.323. (8) The peptide sequence is KLVGIELPK. The MHC is HLA-B57:01 with pseudo-sequence HLA-B57:01. The binding affinity (normalized) is 0.0847. (9) The peptide sequence is YYATSYLEY. The binding affinity (normalized) is 0. The MHC is HLA-A01:01 with pseudo-sequence HLA-A01:01. (10) The peptide sequence is AAAQGQAPL. The MHC is HLA-A24:03 with pseudo-sequence HLA-A24:03. The binding affinity (normalized) is 0.0847.